This data is from Forward reaction prediction with 1.9M reactions from USPTO patents (1976-2016). The task is: Predict the product of the given reaction. (1) The product is: [NH2:18][CH2:19][C:20]([NH:22][C@H:23]([C:45]([NH2:47])=[O:46])[CH2:24][S:25][C:26]([C:27]1[CH:32]=[CH:31][CH:30]=[CH:29][CH:28]=1)([C:33]1[CH:34]=[CH:35][CH:36]=[CH:37][CH:38]=1)[C:39]1[CH:44]=[CH:43][CH:42]=[CH:41][CH:40]=1)=[O:21]. Given the reactants C1C2C(COC([NH:18][CH2:19][C:20]([NH:22][C@H:23]([C:45]([NH2:47])=[O:46])[CH2:24][S:25][C:26]([C:39]3[CH:44]=[CH:43][CH:42]=[CH:41][CH:40]=3)([C:33]3[CH:38]=[CH:37][CH:36]=[CH:35][CH:34]=3)[C:27]3[CH:32]=[CH:31][CH:30]=[CH:29][CH:28]=3)=[O:21])=O)C3C(=CC=CC=3)C=2C=CC=1.CCN(C(C)C)C(C)C, predict the reaction product. (2) Given the reactants [CH3:1][O:2][C:3]1[CH:8]=[CH:7][CH:6]=[CH:5][C:4]=1[C:9]1[C:19]2[O:18][CH2:17][CH2:16][N:15](C(OC(C)(C)C)=O)[CH2:14][C:13]=2[CH:12]=[CH:11][CH:10]=1.C(OCC)(=O)C.[ClH:33], predict the reaction product. The product is: [ClH:33].[CH3:1][O:2][C:3]1[CH:8]=[CH:7][CH:6]=[CH:5][C:4]=1[C:9]1[C:19]2[O:18][CH2:17][CH2:16][NH:15][CH2:14][C:13]=2[CH:12]=[CH:11][CH:10]=1. (3) Given the reactants O/[C:2](=[C:8]1/[CH2:9][O:10][CH2:11][CH2:12][C:13]/1=O)/[C:3]([O:5][CH2:6][CH3:7])=[O:4].Cl.[NH2:16][NH2:17], predict the reaction product. The product is: [N:16]1[NH:17][C:2]([C:3]([O:5][CH2:6][CH3:7])=[O:4])=[C:8]2[CH2:9][O:10][CH2:11][CH2:12][C:13]=12. (4) Given the reactants [NH2:1][C:2]1[CH:3]=[CH:4][C:5]2[N:10]([CH2:11][CH2:12][N:13]3[CH2:17][CH2:16][CH2:15][CH2:14]3)[C:9](=[O:18])[CH2:8][O:7][C:6]=2[CH:19]=1.I.[S:21]1[CH:25]=[CH:24][CH:23]=[C:22]1[C:26](SC)=[NH:27], predict the reaction product. The product is: [O:18]=[C:9]1[CH2:8][O:7][C:6]2[CH:19]=[C:2]([NH:1][C:26]([C:22]3[S:21][CH:25]=[CH:24][CH:23]=3)=[NH:27])[CH:3]=[CH:4][C:5]=2[N:10]1[CH2:11][CH2:12][N:13]1[CH2:14][CH2:15][CH2:16][CH2:17]1. (5) Given the reactants Cl.[Cl:2][C:3]1[CH:4]=[C:5]([N:9]2[C:13]([CH2:14][NH2:15])=[CH:12][C:11]([C:16]([F:19])([F:18])[F:17])=[N:10]2)[CH:6]=[CH:7][CH:8]=1.[OH:20][CH2:21][C:22]([C:26]1[CH:31]=[CH:30][C:29]([NH:32][C:33](=O)[O:34]C2C=CC=CC=2)=[CH:28][CH:27]=1)([CH3:25])[CH2:23][OH:24], predict the reaction product. The product is: [Cl:2][C:3]1[CH:4]=[C:5]([N:9]2[C:13]([CH2:14][NH:15][C:33]([NH:32][C:29]3[CH:28]=[CH:27][C:26]([C:22]([CH3:25])([CH2:23][OH:24])[CH2:21][OH:20])=[CH:31][CH:30]=3)=[O:34])=[CH:12][C:11]([C:16]([F:17])([F:18])[F:19])=[N:10]2)[CH:6]=[CH:7][CH:8]=1. (6) Given the reactants [Cl:1][CH2:2][CH2:3][CH2:4][CH2:5][C:6]1([CH2:16][CH3:17])[C:14]2[C:9](=[CH:10][CH:11]=[CH:12][CH:13]=2)[NH:8][C:7]1=[O:15].[Cl:18][C:19]1[CH:20]=[C:21]([C:25]2[CH2:26][CH2:27][NH:28][CH2:29][CH:30]=2)[CH:22]=[CH:23][CH:24]=1, predict the reaction product. The product is: [ClH:1].[Cl:18][C:19]1[CH:20]=[C:21]([C:25]2[CH2:30][CH2:29][N:28]([CH2:2][CH2:3][CH2:4][CH2:5][C:6]3([CH2:16][CH3:17])[C:14]4[C:9](=[CH:10][CH:11]=[CH:12][CH:13]=4)[NH:8][C:7]3=[O:15])[CH2:27][CH:26]=2)[CH:22]=[CH:23][CH:24]=1. (7) Given the reactants [OH-].[Na+].[Br:3][C:4]1[CH:9]=[CH:8][C:7]([CH2:10][CH:11]([NH:32][C:33]([N:35]2[CH2:40][CH2:39][CH:38]([N:41]3[CH2:50][C:49]4[C:44](=[CH:45][CH:46]=[CH:47][CH:48]=4)[NH:43][C:42]3=[O:51])[CH2:37][CH2:36]2)=[O:34])[C:12]([N:14]2[CH2:19][CH2:18][CH:17]([N:20]3[CH2:25][CH2:24][N:23]([CH2:26][C:27]([O:29]CC)=[O:28])[CH2:22][CH2:21]3)[CH2:16][CH2:15]2)=[O:13])=[CH:6][C:5]=1[CH3:52].Cl, predict the reaction product. The product is: [Br:3][C:4]1[CH:9]=[CH:8][C:7]([CH2:10][CH:11]([NH:32][C:33]([N:35]2[CH2:36][CH2:37][CH:38]([N:41]3[CH2:50][C:49]4[C:44](=[CH:45][CH:46]=[CH:47][CH:48]=4)[NH:43][C:42]3=[O:51])[CH2:39][CH2:40]2)=[O:34])[C:12]([N:14]2[CH2:19][CH2:18][CH:17]([N:20]3[CH2:25][CH2:24][N:23]([CH2:26][C:27]([OH:29])=[O:28])[CH2:22][CH2:21]3)[CH2:16][CH2:15]2)=[O:13])=[CH:6][C:5]=1[CH3:52]. (8) The product is: [Cl:1][C:2]1[CH:7]=[CH:6][C:5]([S:8][C:9]2[C:17]3[C:12](=[N:13][CH:14]=[CH:15][CH:16]=3)[NH:11][C:10]=2[C:18]2[CH:25]=[C:22]3[C:21](=[CH:20][CH:19]=2)[NH:35][N:34]=[CH:23]3)=[CH:4][CH:3]=1. Given the reactants [Cl:1][C:2]1[CH:7]=[CH:6][C:5]([S:8][C:9]2[C:17]3[C:12](=[N:13][CH:14]=[CH:15][CH:16]=3)[NH:11][C:10]=2[C:18]2[CH:19]=[CH:20][C:21](F)=[C:22]([CH:25]=2)[CH:23]=O)=[CH:4][CH:3]=1.II.C1COCC1.[NH2:34][NH2:35], predict the reaction product. (9) The product is: [NH2:1][C:2]1[N:7]=[C:6]([N:8]2[CH2:29][CH2:28][C:11]3([CH2:15][N:14]([C:16]([O:18][C:19]([CH3:22])([CH3:21])[CH3:20])=[O:17])[C@H:13]([C:23]([O:25][CH2:26][CH3:27])=[O:24])[CH2:12]3)[CH2:10][CH2:9]2)[CH:5]=[C:4]([O:30][C@H:31]([C:36]2[CH:41]=[CH:40][C:39]([Cl:42])=[CH:38][C:37]=2[C:52]2[CH:51]=[CH:50][CH:49]=[C:48]([S:45]([CH3:44])(=[O:47])=[O:46])[CH:53]=2)[C:32]([F:35])([F:34])[F:33])[N:3]=1. Given the reactants [NH2:1][C:2]1[N:7]=[C:6]([N:8]2[CH2:29][CH2:28][C:11]3([CH2:15][N:14]([C:16]([O:18][C:19]([CH3:22])([CH3:21])[CH3:20])=[O:17])[C@H:13]([C:23]([O:25][CH2:26][CH3:27])=[O:24])[CH2:12]3)[CH2:10][CH2:9]2)[CH:5]=[C:4]([O:30][C@H:31]([C:36]2[CH:41]=[CH:40][C:39]([Cl:42])=[CH:38][C:37]=2Br)[C:32]([F:35])([F:34])[F:33])[N:3]=1.[CH3:44][S:45]([C:48]1[CH:49]=[C:50](B(O)O)[CH:51]=[CH:52][CH:53]=1)(=[O:47])=[O:46].C([O-])([O-])=O.[Na+].[Na+], predict the reaction product.